From a dataset of Full USPTO retrosynthesis dataset with 1.9M reactions from patents (1976-2016). Predict the reactants needed to synthesize the given product. (1) Given the product [N+:1]([C:4]1[CH:5]=[C:6]([C:7]([N:33]2[CH2:34][CH2:35][N:30]([CH2:28][CH3:29])[CH2:31][CH2:32]2)=[O:9])[CH:10]=[CH:11][C:12]=1[N+:13]([O-:15])=[O:14])([O-:3])=[O:2], predict the reactants needed to synthesize it. The reactants are: [N+:1]([C:4]1[CH:5]=[C:6]([CH:10]=[CH:11][C:12]=1[N+:13]([O-:15])=[O:14])[C:7]([OH:9])=O)([O-:3])=[O:2].P(Cl)(Cl)(Cl)(Cl)Cl.CCCCCC.[CH2:28]([N:30]1[CH2:35][CH2:34][NH:33][CH2:32][CH2:31]1)[CH3:29]. (2) Given the product [CH3:14][O:13][C:3]1[C:2]([NH:1][C:16](=[O:17])[O:18][CH2:19][CH3:20])=[N:11][C:10]2[C:5](=[CH:6][CH:7]=[C:8]([CH3:12])[CH:9]=2)[N:4]=1, predict the reactants needed to synthesize it. The reactants are: [NH2:1][C:2]1[C:3]([O:13][CH3:14])=[N:4][C:5]2[C:10]([N:11]=1)=[CH:9][C:8]([CH3:12])=[CH:7][CH:6]=2.Cl[C:16]([O:18][CH2:19][CH3:20])=[O:17].N1C=CC=CC=1. (3) Given the product [CH2:1]([O:8][C:9]1[CH:14]=[C:13]([O:15][CH2:16][C:17]2[CH:22]=[CH:21][CH:20]=[CH:19][CH:18]=2)[CH:12]=[CH:11][C:10]=1[CH2:23][CH2:24][CH2:25][OH:26])[C:2]1[CH:3]=[CH:4][CH:5]=[CH:6][CH:7]=1, predict the reactants needed to synthesize it. The reactants are: [CH2:1]([O:8][C:9]1[CH:14]=[C:13]([O:15][CH2:16][C:17]2[CH:22]=[CH:21][CH:20]=[CH:19][CH:18]=2)[CH:12]=[CH:11][C:10]=1[CH2:23][CH2:24][C:25](OCC1C=CC=CC=1)=[O:26])[C:2]1[CH:7]=[CH:6][CH:5]=[CH:4][CH:3]=1.[H-].[H-].[H-].[H-].[Li+].[Al+3].O.